Predict which catalyst facilitates the given reaction. From a dataset of Catalyst prediction with 721,799 reactions and 888 catalyst types from USPTO. (1) Reactant: Cl.Cl.Cl.[F:4][C:5]1[CH:6]=[C:7]([C:12]2[N:13]=[C:14]([CH:24]3[CH2:29][CH2:28][NH:27][CH2:26][CH2:25]3)[N:15]([CH2:17][CH2:18][N:19]3[CH2:23][CH2:22][CH2:21][CH2:20]3)[CH:16]=2)[CH:8]=[CH:9][C:10]=1[F:11].Cl[C:31]1[C:32]2[CH2:39][C:38](=[O:40])[NH:37][C:33]=2[N:34]=[CH:35][N:36]=1.CCN(C(C)C)C(C)C. Product: [F:4][C:5]1[CH:6]=[C:7]([C:12]2[N:13]=[C:14]([CH:24]3[CH2:25][CH2:26][N:27]([C:31]4[C:32]5[CH2:39][C:38](=[O:40])[NH:37][C:33]=5[N:34]=[CH:35][N:36]=4)[CH2:28][CH2:29]3)[N:15]([CH2:17][CH2:18][N:19]3[CH2:20][CH2:21][CH2:22][CH2:23]3)[CH:16]=2)[CH:8]=[CH:9][C:10]=1[F:11]. The catalyst class is: 41. (2) Reactant: [CH3:1][CH2:2][CH2:3]CCCCN1C(C)=CS/C/1=C/C1SC=C(C)[N+]=1CCCCCCC.[I-].[OH-].[Na+].C1C(C(N)=O)=CN([CH:55]2[O:71][CH:58]([CH2:59]OP(OP(O[CH2:55][CH:56]3O[CH:59](N4C5N=CN=C(N)C=5N=C4)[CH:58]([O:71]P([O-])([O-])=O)[CH:57]3[OH:76])([O-])=O)([O-])=O)[CH:57]([OH:76])[CH:56]2O)C=C1.[Na+].[Na+].[Na+].[Na+].C(ON(OC(=O)C)CCN(OC(=O)C)OC(=O)C)(=O)C.C=CC1C=CC=CC=1.C(O)(=O)C=C.CC(C(C(C(S)(C)C)(C)C)(C)C)C.[OH-].[NH4+]. Product: [CH3:3]/[CH:2]=[CH:1]/[CH:55]1[CH2:56][C@H:57]([OH:76])[C@H:58]([OH:71])[CH2:59]1. The catalyst class is: 6. (3) Reactant: Cl[C:2]1[C:11]2=[N:12][N:13](CC3C=CC(OC)=CC=3)[CH:14]=[C:10]2[C:9]2[CH:8]=[CH:7][CH:6]=[CH:5][C:4]=2[N:3]=1.[NH:24]1[C:28]2[CH:29]=[CH:30][C:31]([NH2:33])=[CH:32][C:27]=2[N:26]=[CH:25]1.Cl. Product: [NH:24]1[C:28]2[CH:29]=[CH:30][C:31]([NH:33][C:2]3[C:11]4=[N:12][NH:13][CH:14]=[C:10]4[C:9]4[CH:8]=[CH:7][CH:6]=[CH:5][C:4]=4[N:3]=3)=[CH:32][C:27]=2[N:26]=[CH:25]1. The catalyst class is: 71. (4) Reactant: CN(C)C=O.[CH3:6][O:7][C:8]1[CH:17]=[C:16]2[C:11]([CH:12]=[CH:13][C:14](=[O:32])[N:15]2[CH2:18][CH2:19][CH2:20][C:21]2([C:27]([O:29][CH2:30][CH3:31])=[O:28])[CH2:26][CH2:25][NH:24][CH2:23][CH2:22]2)=[CH:10][CH:9]=1.C(=O)([O-])[O-].[K+].[K+].Br[CH2:40][CH2:41][S:42][C:43]1[S:44][CH:45]=[CH:46][CH:47]=1. Product: [CH3:6][O:7][C:8]1[CH:17]=[C:16]2[C:11]([CH:12]=[CH:13][C:14](=[O:32])[N:15]2[CH2:18][CH2:19][CH2:20][C:21]2([C:27]([O:29][CH2:30][CH3:31])=[O:28])[CH2:26][CH2:25][N:24]([CH2:40][CH2:41][S:42][C:43]3[S:44][CH:45]=[CH:46][CH:47]=3)[CH2:23][CH2:22]2)=[CH:10][CH:9]=1. The catalyst class is: 69. (5) Product: [CH3:1][O:2][CH2:3][CH2:4][O:5][C:6]1[C:7]2[N:13]=[C:16]([C:17]([Cl:20])([Cl:19])[Cl:18])[NH:12][C:8]=2[CH:9]=[CH:10][CH:11]=1. Reactant: [CH3:1][O:2][CH2:3][CH2:4][O:5][C:6]1[CH:11]=[CH:10][CH:9]=[C:8]([NH2:12])[C:7]=1[NH2:13].CO[C:16](=N)[C:17]([Cl:20])([Cl:19])[Cl:18]. The catalyst class is: 15. (6) The catalyst class is: 1. Reactant: [NH2:1][C:2]1[CH:3]=[CH:4][CH:5]=[C:6]2[C:10]=1[C:9](=[O:11])[N:8]([C@@H:12]([C:18]1[CH:23]=[CH:22][C:21]([OH:24])=[C:20]([O:25][CH2:26][CH3:27])[CH:19]=1)[CH2:13][S:14]([CH3:17])(=[O:16])=[O:15])[CH2:7]2.[CH:28]1([C:31](Cl)=[O:32])[CH2:30][CH2:29]1. Product: [CH2:26]([O:25][C:20]1[CH:19]=[C:18]([C@H:12]([N:8]2[C:9](=[O:11])[C:10]3[C:6](=[CH:5][CH:4]=[CH:3][C:2]=3[NH:1][C:31]([CH:28]3[CH2:30][CH2:29]3)=[O:32])[CH2:7]2)[CH2:13][S:14]([CH3:17])(=[O:16])=[O:15])[CH:23]=[CH:22][C:21]=1[OH:24])[CH3:27]. (7) Product: [C:1]([NH:4][C:5]1[CH:10]=[C:9]([C:11]2[O:12][C:13]([C:19]3[CH:24]=[CH:23][CH:22]=[CH:21][C:20]=3[Cl:25])=[C:14]([C:16]([NH2:28])=[O:17])[N:15]=2)[C:8]([CH3:26])=[CH:7][N:6]=1)(=[O:3])[CH3:2]. The catalyst class is: 2. Reactant: [C:1]([NH:4][C:5]1[CH:10]=[C:9]([C:11]2[O:12][C:13]([C:19]3[CH:24]=[CH:23][CH:22]=[CH:21][C:20]=3[Cl:25])=[C:14]([C:16](O)=[O:17])[N:15]=2)[C:8]([CH3:26])=[CH:7][N:6]=1)(=[O:3])[CH3:2].C[N:28](C(ON1N=NC2C=CC=CC1=2)=[N+](C)C)C.[B-](F)(F)(F)F.N. (8) Reactant: [BH4-].[Na+].[Cl:3][C:4]1[CH:9]=[C:8]([CH3:10])[CH:7]=[CH:6][C:5]=1[C:11]([CH:13]1[CH2:15][CH2:14]1)=[O:12].[Cl-].[NH4+].C(OCC)C. Product: [Cl:3][C:4]1[CH:9]=[C:8]([CH3:10])[CH:7]=[CH:6][C:5]=1[CH:11]([CH:13]1[CH2:15][CH2:14]1)[OH:12]. The catalyst class is: 162. (9) Reactant: [H-].[Al+3].[Li+].[H-].[H-].[H-].[C:7]1([CH2:13][N:14]2[CH2:19][CH2:18][N:17]([CH2:20][C:21]3[CH:26]=[CH:25][CH:24]=[CH:23][CH:22]=3)[CH2:16][CH:15]2[C:27](OCC)=[O:28])[CH:12]=[CH:11][CH:10]=[CH:9][CH:8]=1.O.[OH-].[Na+]. Product: [C:7]1([CH2:13][N:14]2[CH2:19][CH2:18][N:17]([CH2:20][C:21]3[CH:26]=[CH:25][CH:24]=[CH:23][CH:22]=3)[CH2:16][CH:15]2[CH2:27][OH:28])[CH:8]=[CH:9][CH:10]=[CH:11][CH:12]=1. The catalyst class is: 1.